Dataset: Reaction yield outcomes from USPTO patents with 853,638 reactions. Task: Predict the reaction yield, written as a fraction of the theoretical maximum amount of product (1.0 means a 100% yield; for example, 0.34 means a 34% yield). (1) The reactants are [OH:1][C@H:2]1[CH2:6][CH2:5][N:4]([CH:7]2[CH2:12][CH2:11][N:10](C(OCC3C=CC=CC=3)=O)[CH2:9][CH2:8]2)[CH2:3]1.C1CC=CCC=1. The catalyst is CO.[Pd]. The product is [NH:10]1[CH2:11][CH2:12][CH:7]([N:4]2[CH2:5][CH2:6][C@H:2]([OH:1])[CH2:3]2)[CH2:8][CH2:9]1. The yield is 0.810. (2) The reactants are [Cl:1][C:2]1[CH:9]=[CH:8][CH:7]=[C:6]([CH2:10][C:11]#[N:12])[C:3]=1[C:4]#[N:5].[BrH:13].C([O-])(O)=O.[Na+].C(N(CC)CC)C.[C:26](Cl)(=[O:28])[CH3:27]. The catalyst is C(O)(=O)C.ClCCl. The product is [Br:13][C:4]1[C:3]2[C:6](=[CH:7][CH:8]=[CH:9][C:2]=2[Cl:1])[CH:10]=[C:11]([NH:12][C:26](=[O:28])[CH3:27])[N:5]=1. The yield is 0.510.